This data is from Full USPTO retrosynthesis dataset with 1.9M reactions from patents (1976-2016). The task is: Predict the reactants needed to synthesize the given product. Given the product [C:1]([C:3]1[CH:4]=[CH:5][C:6]([NH:9][C:10](=[O:18])[CH2:11][CH2:12][CH2:13][CH2:14][C:15]([NH:34][C:30]2[CH:31]=[CH:32][C:33]3[N:21]([CH2:19][CH3:20])[C:22]4[C:27]([C:28]=3[CH:29]=2)=[CH:26][CH:25]=[CH:24][CH:23]=4)=[O:17])=[CH:7][CH:8]=1)#[N:2], predict the reactants needed to synthesize it. The reactants are: [C:1]([C:3]1[CH:8]=[CH:7][C:6]([NH:9][C:10](=[O:18])[CH2:11][CH2:12][CH2:13][CH2:14][C:15]([OH:17])=O)=[CH:5][CH:4]=1)#[N:2].[CH2:19]([N:21]1[C:33]2[CH:32]=[CH:31][C:30]([NH2:34])=[CH:29][C:28]=2[C:27]2[C:22]1=[CH:23][CH:24]=[CH:25][CH:26]=2)[CH3:20].